Dataset: Catalyst prediction with 721,799 reactions and 888 catalyst types from USPTO. Task: Predict which catalyst facilitates the given reaction. (1) Reactant: [NH2:1][C:2]1[CH:7]=[CH:6][C:5]([C@@H:8]2[CH2:10][C@H:9]2[NH:11][C:12](=[O:18])[O:13][C:14]([CH3:17])([CH3:16])[CH3:15])=[CH:4][CH:3]=1.C(N(CC)CC)C.Cl[C:27]([O:29][CH2:30][C:31]([Cl:34])([Cl:33])[Cl:32])=[O:28].[Cl-].[NH4+]. Product: [Cl:32][C:31]([Cl:34])([Cl:33])[CH2:30][O:29][C:27](=[O:28])[NH:1][C:2]1[CH:7]=[CH:6][C:5]([C@@H:8]2[CH2:10][C@H:9]2[NH:11][C:12]([O:13][C:14]([CH3:15])([CH3:17])[CH3:16])=[O:18])=[CH:4][CH:3]=1. The catalyst class is: 1. (2) Reactant: C([Si](C)(C)[O:6][C:7]1[C:15]2[N:14]=[N:13][N:12]([CH2:16][C:17]3[CH:22]=[CH:21][C:20]([O:23][CH3:24])=[CH:19][CH:18]=3)[C:11]=2[CH:10]=[CH:9][CH:8]=1)(C)(C)C.[F-].[NH4+].[NH4+].[NH4+].[NH4+].[F-].[F-].[F-]. Product: [CH3:24][O:23][C:20]1[CH:19]=[CH:18][C:17]([CH2:16][N:12]2[C:11]3[CH:10]=[CH:9][CH:8]=[C:7]([OH:6])[C:15]=3[N:14]=[N:13]2)=[CH:22][CH:21]=1. The catalyst class is: 7. (3) Product: [CH2:1]([O:8][C:9](=[O:10])[NH:11][CH2:12][C@H:13]1[CH2:14][CH2:15][C@H:16]([C:19](=[O:21])[NH:28][C:26]2[CH:27]=[CH:22][CH:23]=[CH:24][CH:25]=2)[CH2:17][CH2:18]1)[C:2]1[CH:3]=[CH:4][CH:5]=[CH:6][CH:7]=1. Reactant: [CH2:1]([O:8][C:9]([NH:11][CH2:12][C@H:13]1[CH2:18][CH2:17][C@H:16]([C:19]([OH:21])=O)[CH2:15][CH2:14]1)=[O:10])[C:2]1[CH:7]=[CH:6][CH:5]=[CH:4][CH:3]=1.[CH:22]1[CH:23]=[CH:24][C:25]2N(O)N=[N:28][C:26]=2[CH:27]=1.CCN=C=NCCCN(C)C.Cl.CN1CCOCC1.NC1C=CC=CC=1. The catalyst class is: 3. (4) Product: [F:1][C:2]1[CH:3]=[CH:4][C:5]([C:8]2[C:9]([CH3:14])=[N:10][N:11]3[C:17](=[O:18])[CH2:16][C:15](=[O:21])[NH:13][C:12]=23)=[CH:6][CH:7]=1. The catalyst class is: 5. Reactant: [F:1][C:2]1[CH:7]=[CH:6][C:5]([C:8]2[C:9]([CH3:14])=[N:10][NH:11][C:12]=2[NH2:13])=[CH:4][CH:3]=1.[C:15](OC)(=[O:21])[CH2:16][C:17](OC)=[O:18]. (5) Reactant: [ClH:1].O1CCOCC1.[CH2:8]([O:15][C:16]1[CH:21]=[CH:20][C:19]([C:22]2[CH:27]=[CH:26][CH:25]=[C:24]([CH2:28][C@H:29]([NH:34][C:35](=[O:60])[C@@H:36]([NH:52]C(OC(C)(C)C)=O)[CH2:37][C@@H:38]([OH:51])[CH2:39][NH:40][C:41]([O:43][CH2:44][C:45]3[CH:50]=[CH:49][CH:48]=[CH:47][CH:46]=3)=[O:42])[C:30]([O:32][CH3:33])=[O:31])[CH:23]=2)=[CH:18][C:17]=1[CH2:61][C@H:62]([NH:77][C:78]([O:80][CH2:81][C:82]1[CH:87]=[CH:86][CH:85]=[CH:84][CH:83]=1)=[O:79])[C:63]([O:65][C:66]1[C:71]([F:72])=[C:70]([F:73])[C:69]([F:74])=[C:68]([F:75])[C:67]=1[F:76])=[O:64])[C:9]1[CH:14]=[CH:13][CH:12]=[CH:11][CH:10]=1. The catalyst class is: 12. Product: [ClH:1].[NH2:52][C@@H:36]([CH2:37][C@@H:38]([OH:51])[CH2:39][NH:40][C:41]([O:43][CH2:44][C:45]1[CH:46]=[CH:47][CH:48]=[CH:49][CH:50]=1)=[O:42])[C:35]([NH:34][C@@H:29]([CH2:28][C:24]1[CH:23]=[C:22]([C:19]2[CH:20]=[CH:21][C:16]([O:15][CH2:8][C:9]3[CH:10]=[CH:11][CH:12]=[CH:13][CH:14]=3)=[C:17]([CH2:61][C@H:62]([NH:77][C:78]([O:80][CH2:81][C:82]3[CH:83]=[CH:84][CH:85]=[CH:86][CH:87]=3)=[O:79])[C:63](=[O:64])[O:65][C:66]3[C:67]([F:76])=[C:68]([F:75])[C:69]([F:74])=[C:70]([F:73])[C:71]=3[F:72])[CH:18]=2)[CH:27]=[CH:26][CH:25]=1)[C:30]([O:32][CH3:33])=[O:31])=[O:60]. (6) Reactant: [CH3:1][O:2][CH2:3][CH2:4][O:5][C:6]1[CH:7]=[C:8]2[C:12](=[C:13]([N:15]([CH3:24])[S:16]([C:19]3[S:20][CH:21]=[CH:22][CH:23]=3)(=[O:18])=[O:17])[CH:14]=1)[NH:11][C:10]([C:25]1[S:26][CH:27]([CH2:30][C:31](O)=[O:32])[CH2:28][N:29]=1)=[CH:9]2.Cl.C[N:36](C)CCCN=C=NCC.CN(C)C=O. Product: [CH3:1][O:2][CH2:3][CH2:4][O:5][C:6]1[CH:7]=[C:8]2[C:12](=[C:13]([N:15]([CH3:24])[S:16]([C:19]3[S:20][CH:21]=[CH:22][CH:23]=3)(=[O:18])=[O:17])[CH:14]=1)[NH:11][C:10]([C:25]1[S:26][CH:27]([CH2:30][C:31]([NH2:36])=[O:32])[CH2:28][N:29]=1)=[CH:9]2. The catalyst class is: 6. (7) Reactant: [NH:1]1[C:9]2[C:4](=[CH:5][CH:6]=[CH:7][CH:8]=2)[C:3]([C:10]2[NH:15][C:14](=[S:16])[NH:13][C:12](=[O:17])[C:11]=2[C:18]#[N:19])=[CH:2]1.Br[CH2:21][C:22]1[CH:23]=[C:24]([NH:28][C:29](=[O:38])[C:30]2[CH:35]=[CH:34][C:33]([Cl:36])=[C:32]([Cl:37])[CH:31]=2)[CH:25]=[CH:26][CH:27]=1.C(N(C(C)C)CC)(C)C. Product: [Cl:37][C:32]1[CH:31]=[C:30]([CH:35]=[CH:34][C:33]=1[Cl:36])[C:29]([NH:28][C:24]1[CH:25]=[CH:26][CH:27]=[C:22]([CH2:21][S:16][C:14]2[NH:13][C:12](=[O:17])[C:11]([C:18]#[N:19])=[C:10]([C:3]3[C:4]4[C:9](=[CH:8][CH:7]=[CH:6][CH:5]=4)[NH:1][CH:2]=3)[N:15]=2)[CH:23]=1)=[O:38]. The catalyst class is: 14.